Dataset: Full USPTO retrosynthesis dataset with 1.9M reactions from patents (1976-2016). Task: Predict the reactants needed to synthesize the given product. (1) Given the product [Cl:32][C:17]1[C:16]2[C:11](=[CH:12][C:13]([CH3:20])=[CH:14][CH:15]=2)[N:10]=[C:9]([C:4]2[CH:5]=[CH:6][CH:7]=[CH:8][C:3]=2[O:2][CH3:1])[N:18]=1, predict the reactants needed to synthesize it. The reactants are: [CH3:1][O:2][C:3]1[CH:8]=[CH:7][CH:6]=[CH:5][C:4]=1[C:9]1[NH:18][C:17](=O)[C:16]2[C:11](=[CH:12][C:13]([CH3:20])=[CH:14][CH:15]=2)[N:10]=1.C(N(C(C)C)CC)(C)C.P(Cl)(Cl)([Cl:32])=O. (2) Given the product [CH3:24][O:23][CH2:22][CH2:21][NH:20][C:19]1[C:15]([C:3]2[N:4]([C:5]3[CH:10]=[CH:9][CH:8]=[C:7]([C:11]([F:13])([F:14])[F:12])[CH:6]=3)[C:25](=[O:26])[O:1][N:2]=2)=[N:16][O:17][N:18]=1, predict the reactants needed to synthesize it. The reactants are: [OH:1][N:2]=[C:3]([C:15]1[C:19]([NH:20][CH2:21][CH2:22][O:23][CH3:24])=[N:18][O:17][N:16]=1)[NH:4][C:5]1[CH:10]=[CH:9][CH:8]=[C:7]([C:11]([F:14])([F:13])[F:12])[CH:6]=1.[C:25](N1C=CN=C1)(N1C=CN=C1)=[O:26].